This data is from hERG potassium channel inhibition data for cardiac toxicity prediction from Karim et al.. The task is: Regression/Classification. Given a drug SMILES string, predict its toxicity properties. Task type varies by dataset: regression for continuous values (e.g., LD50, hERG inhibition percentage) or binary classification for toxic/non-toxic outcomes (e.g., AMES mutagenicity, cardiotoxicity, hepatotoxicity). Dataset: herg_karim. (1) The molecule is Cc1ccccc1[C@@H]1CCN(C[C@@H]2CCc3cccnc3[C@@H](O)C2)C[C@H]1C. The result is 1 (blocker). (2) The compound is CC(C)c1nnc2ccc(-c3ocnc3-c3cc(F)ccc3F)cn12. The result is 1 (blocker). (3) The molecule is O=C(NC(c1ccncc1)c1ccc(F)cc1)[C@@H]1CC[C@@H](N2CCOCC2)C[C@H]1c1ccc(Br)cc1. The result is 1 (blocker). (4) The molecule is CN1CCN(CCCn2nc(C3=C(c4cn(-c5ccc6ccccc6c5)c5ccccc45)C(=O)NC3=O)c3ccccc32)CC1. The result is 1 (blocker).